From a dataset of Catalyst prediction with 721,799 reactions and 888 catalyst types from USPTO. Predict which catalyst facilitates the given reaction. Reactant: [CH:1]1([N:4]2[CH2:9][CH2:8][N:7]([C:10]3([CH2:16][NH:17][C:18](=[O:23])[C:19]([F:22])([F:21])[F:20])[CH2:15][CH2:14][NH:13][CH2:12][CH2:11]3)[CH2:6][CH2:5]2)[CH2:3][CH2:2]1.CCN(C(C)C)C(C)C.[CH3:33][C:34]([O:37][C:38](O[C:38]([O:37][C:34]([CH3:36])([CH3:35])[CH3:33])=[O:39])=[O:39])([CH3:36])[CH3:35]. Product: [CH:1]1([N:4]2[CH2:9][CH2:8][N:7]([C:10]3([CH2:16][NH:17][C:18](=[O:23])[C:19]([F:21])([F:20])[F:22])[CH2:15][CH2:14][N:13]([C:38]([O:37][C:34]([CH3:36])([CH3:35])[CH3:33])=[O:39])[CH2:12][CH2:11]3)[CH2:6][CH2:5]2)[CH2:2][CH2:3]1. The catalyst class is: 4.